Dataset: Full USPTO retrosynthesis dataset with 1.9M reactions from patents (1976-2016). Task: Predict the reactants needed to synthesize the given product. (1) The reactants are: [Cl:1][C:2]1[N:3]=[C:4]([CH3:25])[N:5]([C:17]2[CH:18]=[CH:19][C:20](OC)=[N:21][CH:22]=2)[C:6]=1[C:7]1[C:12]([F:13])=[CH:11][C:10]([O:14][CH3:15])=[CH:9][C:8]=1[F:16].O.[OH-].[Na+].O=P(Cl)(Cl)[Cl:31]. Given the product [Cl:31][C:20]1[CH:19]=[CH:18][C:17]([N:5]2[C:6]([C:7]3[C:12]([F:13])=[CH:11][C:10]([O:14][CH3:15])=[CH:9][C:8]=3[F:16])=[C:2]([Cl:1])[N:3]=[C:4]2[CH3:25])=[CH:22][N:21]=1, predict the reactants needed to synthesize it. (2) Given the product [C:1]([OH:8])(=[O:7])[CH2:2][CH2:3][CH2:4][CH2:5][CH3:6].[CH3:9][O:10][C:11]1[C:16]([O:17][CH3:18])=[CH:15][CH:14]=[CH:13][C:12]=1[CH2:19][CH2:20][CH2:21][CH2:22][CH2:23][C:24]([OH:26])=[O:25], predict the reactants needed to synthesize it. The reactants are: [C:1]([OH:8])(=[O:7])[CH:2]=[CH:3][CH2:4][CH2:5][CH3:6].[CH3:9][O:10][C:11]1[C:16]([O:17][CH3:18])=[CH:15][CH:14]=[CH:13][C:12]=1[CH:19]=[CH:20][CH2:21][CH2:22][CH2:23][C:24]([OH:26])=[O:25]. (3) Given the product [CH3:9][O:10][C:11]1[CH:20]=[C:19]2[C:14](=[CH:13][CH:12]=1)[C:15]([C:3]([O:6][CH3:7])=[O:8])=[C:16]([OH:24])[CH2:17][CH2:18]2, predict the reactants needed to synthesize it. The reactants are: [H-].[Na+].[C:3](=[O:8])([O:6][CH3:7])OC.[CH3:9][O:10][C:11]1[CH:20]=[C:19]2[C:14]([CH2:15][CH2:16][C:17](=O)[CH2:18]2)=[CH:13][CH:12]=1.C(O)(=[O:24])C. (4) Given the product [CH:23]([Si:22]([CH:29]([CH3:31])[CH3:30])([CH:26]([CH3:28])[CH3:27])[O:1][CH2:2][C:3]1[CH:8]=[CH:7][C:6]([CH2:9][C:10]([O:12][CH3:13])=[O:11])=[CH:5][CH:4]=1)([CH3:25])[CH3:24], predict the reactants needed to synthesize it. The reactants are: [OH:1][CH2:2][C:3]1[CH:8]=[CH:7][C:6]([CH2:9][C:10]([O:12][CH3:13])=[O:11])=[CH:5][CH:4]=1.N1C(C)=CC=CC=1C.[Si:22](OS(C(F)(F)F)(=O)=O)([CH:29]([CH3:31])[CH3:30])([CH:26]([CH3:28])[CH3:27])[CH:23]([CH3:25])[CH3:24]. (5) Given the product [CH2:1]([O:8][C:9]1[CH:18]=[C:17]2[C:12]([CH2:13][CH2:14][CH:15]([O:19][C:20](=[O:22])[CH3:21])[CH2:16]2)=[CH:11][C:10]=1[N+:23]([O-:25])=[O:24])[C:2]1[CH:3]=[CH:4][CH:5]=[CH:6][CH:7]=1, predict the reactants needed to synthesize it. The reactants are: [CH2:1]([O:8][C:9]1[CH:18]=[C:17]2[C:12]([CH2:13][CH2:14][CH:15]([O:19][C:20](=[O:22])[CH3:21])[CH2:16]2)=[CH:11][CH:10]=1)[C:2]1[CH:7]=[CH:6][CH:5]=[CH:4][CH:3]=1.[N+:23]([O-])([OH:25])=[O:24]. (6) Given the product [C:28]([C:24]1[CH:23]=[C:22]([CH:27]=[CH:26][CH:25]=1)[CH2:21][N:20]([CH2:34][CH:35]([CH3:37])[CH3:36])[C:18](=[O:19])[C:17]([NH:16][C:13]1[CH:12]=[CH:11][C:10]([C:7]2[CH:8]=[CH:9][C:4]([C:1](=[NH:2])[NH2:3])=[CH:5][CH:6]=2)=[CH:15][CH:14]=1)=[O:38])(=[NH:29])[NH2:32], predict the reactants needed to synthesize it. The reactants are: [C:1]([C:4]1[CH:9]=[CH:8][C:7]([C:10]2[CH:15]=[CH:14][C:13]([NH:16][C:17](=[O:38])[C:18]([N:20]([CH2:34][CH:35]([CH3:37])[CH3:36])[CH2:21][C:22]3[CH:27]=[CH:26][CH:25]=[C:24]([C:28]4[N:32]=C(C)O[N:29]=4)[CH:23]=3)=[O:19])=[CH:12][CH:11]=2)=[CH:6][CH:5]=1)(=[NH:3])[NH2:2].CC(CC(O)=O)=O. (7) Given the product [C:25]([C:19]1[CH:20]=[C:21]2[C:16](=[CH:17][CH:18]=1)[N:15]=[C:14]([C:12]([NH:11][CH2:10][C:6]1[CH:7]=[CH:8][CH:9]=[C:4]([CH2:3][NH:2][C:33](=[O:34])[CH2:32][C:29]3[N:30]=[CH:31][NH:27][N:28]=3)[CH:5]=1)=[O:13])[NH:23][C:22]2=[O:24])#[N:26], predict the reactants needed to synthesize it. The reactants are: Cl.[NH2:2][CH2:3][C:4]1[CH:5]=[C:6]([CH2:10][NH:11][C:12]([C:14]2[NH:23][C:22](=[O:24])[C:21]3[C:16](=[CH:17][CH:18]=[C:19]([C:25]#[N:26])[CH:20]=3)[N:15]=2)=[O:13])[CH:7]=[CH:8][CH:9]=1.[NH:27]1[CH:31]=[N:30][C:29]([CH2:32][C:33](O)=[O:34])=[N:28]1.C(N(C(C)C)CC)(C)C.Cl.CN(C)CCCN=C=NCC.ON1C2C=CC=CC=2N=N1.